From a dataset of Full USPTO retrosynthesis dataset with 1.9M reactions from patents (1976-2016). Predict the reactants needed to synthesize the given product. Given the product [NH2:37][C:15]1[N:14]=[C:13]([C:12]2[S:11][C:10]([C:20]([CH3:22])([CH3:21])[CH3:23])=[N:9][C:8]=2[C:7]2[C:2]([Cl:1])=[C:3]([NH:24][S:25]([C:28]3[CH:33]=[C:32]([F:34])[CH:31]=[CH:30][C:29]=3[F:35])(=[O:26])=[O:27])[CH:4]=[CH:5][CH:6]=2)[CH:18]=[CH:17][N:16]=1, predict the reactants needed to synthesize it. The reactants are: [Cl:1][C:2]1[C:7]([C:8]2[N:9]=[C:10]([C:20]([CH3:23])([CH3:22])[CH3:21])[S:11][C:12]=2[C:13]2[CH:18]=[CH:17][N:16]=[C:15](Cl)[N:14]=2)=[CH:6][CH:5]=[CH:4][C:3]=1[NH:24][S:25]([C:28]1[CH:33]=[C:32]([F:34])[CH:31]=[CH:30][C:29]=1[F:35])(=[O:27])=[O:26].[OH-].[NH4+:37].